This data is from Full USPTO retrosynthesis dataset with 1.9M reactions from patents (1976-2016). The task is: Predict the reactants needed to synthesize the given product. Given the product [CH:22]1([CH2:21][C:9]([CH2:8][C:7]2[CH:6]=[CH:5][C:4]([O:3][C:2]([F:16])([F:17])[F:1])=[CH:15][CH:14]=2)([C:12]#[N:13])[C:10]#[N:11])[CH2:24][CH2:23]1, predict the reactants needed to synthesize it. The reactants are: [F:1][C:2]([F:17])([F:16])[O:3][C:4]1[CH:15]=[CH:14][C:7]([CH2:8][CH:9]([C:12]#[N:13])[C:10]#[N:11])=[CH:6][CH:5]=1.[H-].[Na+].Br[CH2:21][CH:22]1[CH2:24][CH2:23]1.